This data is from TCR-epitope binding with 47,182 pairs between 192 epitopes and 23,139 TCRs. The task is: Binary Classification. Given a T-cell receptor sequence (or CDR3 region) and an epitope sequence, predict whether binding occurs between them. (1) The epitope is MMISAGFSL. Result: 0 (the TCR does not bind to the epitope). The TCR CDR3 sequence is CASRATGGVTTEAFF. (2) The epitope is VLWAHGFEL. The TCR CDR3 sequence is CAIGTSGRNEQFF. Result: 1 (the TCR binds to the epitope). (3) The epitope is LLWNGPMAV. The TCR CDR3 sequence is CASSQPPNWRGWDTGELFF. Result: 0 (the TCR does not bind to the epitope).